Dataset: Full USPTO retrosynthesis dataset with 1.9M reactions from patents (1976-2016). Task: Predict the reactants needed to synthesize the given product. (1) The reactants are: C1C=C(Cl)C=C(C(OO)=[O:9])C=1.[Cl:12][C:13]1[C:14]2[C@H:21]([CH3:22])[CH2:20][CH2:19][C:15]=2[N:16]=[CH:17][N:18]=1.[O-]S([O-])(=S)=O.[Na+].[Na+].C([O-])([O-])=O.[Na+].[Na+]. Given the product [Cl:12][C:13]1[N:18]=[CH:17][N+:16]([O-:9])=[C:15]2[CH2:19][CH2:20][C@@H:21]([CH3:22])[C:14]=12, predict the reactants needed to synthesize it. (2) Given the product [CH:1]1[CH:6]=[C:5]2[CH:4]=[CH:24][C:23]([OH:22])=[C:7]([C:1]3[C:2]4[C:3](=[CH:8][CH:7]=[CH:23][CH:24]=4)[CH:4]=[CH:5][C:6]=3[OH:22])[C:8]2=[CH:3][CH:2]=1, predict the reactants needed to synthesize it. The reactants are: [C:1]1([C@H:7](NC[C@@H](CCC)CC(O)=O)[CH3:8])[CH:6]=[CH:5][CH:4]=[CH:3][CH:2]=1.C([O:22][CH2:23][CH3:24])(=O)C.Cl.